From a dataset of Full USPTO retrosynthesis dataset with 1.9M reactions from patents (1976-2016). Predict the reactants needed to synthesize the given product. (1) Given the product [Cl:1][C:2]1[CH:26]=[CH:25][C:5]([CH2:6][O:7][C:8](=[O:24])[N:9]([CH2:10][CH3:11])[CH2:12][C:13]2[CH:18]=[C:17]([C:19]([F:22])([F:21])[F:20])[CH:16]=[CH:15][C:14]=2[B:27]2[O:31][C:30]([CH3:33])([CH3:32])[C:29]([CH3:35])([CH3:34])[O:28]2)=[CH:4][CH:3]=1, predict the reactants needed to synthesize it. The reactants are: [Cl:1][C:2]1[CH:26]=[CH:25][C:5]([CH2:6][O:7][C:8](=[O:24])[N:9]([CH2:12][C:13]2[CH:18]=[C:17]([C:19]([F:22])([F:21])[F:20])[CH:16]=[CH:15][C:14]=2Br)[CH2:10][CH3:11])=[CH:4][CH:3]=1.[B:27]1([B:27]2[O:31][C:30]([CH3:33])([CH3:32])[C:29]([CH3:35])([CH3:34])[O:28]2)[O:31][C:30]([CH3:33])([CH3:32])[C:29]([CH3:35])([CH3:34])[O:28]1. (2) Given the product [Cl:1][C:2]1[CH:3]=[C:4]([CH:31]=[CH:32][CH:33]=1)[CH2:5][C:6]1[NH:10][C:9]([C:14]2[CH:15]=[CH:16][C:17]([S:39]([NH:49][C:45]3[S:44][CH:48]=[CH:47][N:46]=3)(=[O:41])=[O:40])=[CH:18][CH:19]=2)=[N:8][N:7]=1, predict the reactants needed to synthesize it. The reactants are: [Cl:1][C:2]1[CH:3]=[C:4]([CH:31]=[CH:32][CH:33]=1)[CH2:5][C:6]1[N:10](COC)[C:9]([C:14]2[CH:19]=[CH:18][C:17](S[Si](C(C)C)(C(C)C)C(C)C)=[CH:16][CH:15]=2)=[N:8][N:7]=1.[N+]([O-])([O-])=O.[K+].[S:39](Cl)(Cl)(=[O:41])=[O:40].[S:44]1[CH:48]=[CH:47][N:46]=[C:45]1[NH2:49]. (3) Given the product [O:5]=[C:6]1[C@@H:9]([NH:10][C:18](=[O:26])[CH2:19][CH2:20][CH2:21][CH2:22][CH2:23][CH2:24][CH3:25])[CH2:8][NH:7]1, predict the reactants needed to synthesize it. The reactants are: C([O-])(=O)C.[O:5]=[C:6]1[C@@H:9]([NH3+:10])[CH2:8][NH:7]1.CCN(CC)CC.[C:18](Cl)(=[O:26])[CH2:19][CH2:20][CH2:21][CH2:22][CH2:23][CH2:24][CH3:25]. (4) Given the product [F:1][C:2]1[CH:21]=[CH:20][C:5]([C:6]2[O:19][C:18]3[C:9](=[C:10]([C:11]([O:13][CH3:14])=[O:12])[CH:15]=[CH:16][CH:17]=3)[N:8]=2)=[CH:4][CH:3]=1, predict the reactants needed to synthesize it. The reactants are: [F:1][C:2]1[CH:21]=[CH:20][C:5]([C:6]([NH:8][C:9]2[C:18]([OH:19])=[CH:17][CH:16]=[CH:15][C:10]=2[C:11]([O:13][CH3:14])=[O:12])=O)=[CH:4][CH:3]=1.C1(C)C=CC(S(O)(=O)=O)=CC=1.C([O-])(O)=O.[Na+]. (5) Given the product [CH:1]1[C:10]2[C:5](=[C:6]([N:11]3[CH2:16][CH2:15][N:14]([C:17]([O:19][C:20]([CH3:22])([CH3:21])[CH3:23])=[O:18])[CH2:13][C:12]3=[O:24])[CH:7]=[CH:8][CH:9]=2)[CH2:4][CH2:3][N:2]=1, predict the reactants needed to synthesize it. The reactants are: [CH:1]1[C:10]2[C:5](=[C:6]([N:11]3[CH2:16][CH2:15][N:14]([C:17]([O:19][C:20]([CH3:23])([CH3:22])[CH3:21])=[O:18])[CH2:13][C:12]3=[O:24])[CH:7]=[CH:8][CH:9]=2)[CH:4]=[CH:3][N:2]=1.C1C2C(=C(N3CCN(C(OC(C)(C)C)=O)CC3)C=CC=2)CCN=1. (6) The reactants are: O=C1C2C(=CC=CC=2)C(=O)[N:3]1[C@H:12]1[CH2:17][CH2:16][CH2:15][CH2:14][C@H:13]1[NH:18][C:19](=[O:25])[O:20][C:21]([CH3:24])([CH3:23])[CH3:22].O.NN.[C:29]([OH:36])(=[O:35])/[CH:30]=[CH:31]\[C:32]([OH:34])=[O:33]. Given the product [C:29]([OH:36])(=[O:35])/[CH:30]=[CH:31]\[C:32]([OH:34])=[O:33].[NH2:3][C@H:12]1[CH2:17][CH2:16][CH2:15][CH2:14][C@H:13]1[NH:18][C:19](=[O:25])[O:20][C:21]([CH3:23])([CH3:22])[CH3:24], predict the reactants needed to synthesize it. (7) Given the product [Cl:1][C:2]1[CH:7]=[CH:6][C:5]([CH:8]([OH:9])[CH3:26])=[CH:4][C:3]=1[NH:10][S:11]([C:14]1[CH:19]=[CH:18][C:17]([O:20][CH3:21])=[C:16]([O:22][CH3:23])[CH:15]=1)(=[O:13])=[O:12], predict the reactants needed to synthesize it. The reactants are: [Cl:1][C:2]1[CH:7]=[CH:6][C:5]([CH:8]=[O:9])=[CH:4][C:3]=1[NH:10][S:11]([C:14]1[CH:19]=[CH:18][C:17]([O:20][CH3:21])=[C:16]([O:22][CH3:23])[CH:15]=1)(=[O:13])=[O:12].C[Li].[CH3:26]COCC. (8) Given the product [CH2:1]([O:3][C:4]1[CH:5]=[CH:6][C:7]([S:10]([N:13]([CH2:21][C:22]2[CH:23]=[CH:24][C:25]([C:26]([NH:31][C@@H:32]([CH2:41][OH:42])[C@@H:33]([OH:34])[C:35]3[CH:40]=[CH:39][CH:38]=[CH:37][CH:36]=3)=[O:28])=[CH:29][CH:30]=2)[CH2:14][C:15]2[CH:20]=[CH:19][CH:18]=[CH:17][N:16]=2)(=[O:12])=[O:11])=[CH:8][CH:9]=1)[CH3:2], predict the reactants needed to synthesize it. The reactants are: [CH2:1]([O:3][C:4]1[CH:9]=[CH:8][C:7]([S:10]([N:13]([CH2:21][C:22]2[CH:30]=[CH:29][C:25]([C:26]([OH:28])=O)=[CH:24][CH:23]=2)[CH2:14][C:15]2[CH:20]=[CH:19][CH:18]=[CH:17][N:16]=2)(=[O:12])=[O:11])=[CH:6][CH:5]=1)[CH3:2].[NH2:31][C@@H:32]([CH2:41][OH:42])[C@H:33]([C:35]1[CH:40]=[CH:39][CH:38]=[CH:37][CH:36]=1)[OH:34]. (9) Given the product [N:8]1([C:6]2[N:7]=[C:2]([C:31]3[CH:38]=[CH:37][C:34]([C:35]#[N:36])=[CH:33][CH:32]=3)[C:3]3[CH2:16][CH2:15][N:14]([C:17]4[CH:22]=[CH:21][N:20]=[CH:19][CH:18]=4)[C:4]=3[N:5]=2)[CH2:13][CH2:12][O:11][CH2:10][CH2:9]1, predict the reactants needed to synthesize it. The reactants are: Cl[C:2]1[C:3]2[CH2:16][CH2:15][N:14]([C:17]3[CH:22]=[CH:21][N:20]=[CH:19][CH:18]=3)[C:4]=2[N:5]=[C:6]([N:8]2[CH2:13][CH2:12][O:11][CH2:10][CH2:9]2)[N:7]=1.CC1(C)C(C)(C)OB([C:31]2[CH:38]=[CH:37][C:34]([C:35]#[N:36])=[CH:33][CH:32]=2)O1.B(O)O.